Dataset: Reaction yield outcomes from USPTO patents with 853,638 reactions. Task: Predict the reaction yield, written as a fraction of the theoretical maximum amount of product (1.0 means a 100% yield; for example, 0.34 means a 34% yield). (1) The reactants are [CH3:1][C:2](O)([CH3:14])[CH:3]=[C:4]1[CH2:9][C:8]([CH3:11])([CH3:10])[CH2:7][C:6]([CH3:13])([CH3:12])[CH2:5]1.[Si]([N:20]=[N+:21]=[N-:22])(C)(C)C. The catalyst is C1C=CC=CC=1. The product is [N:20]([C:2]([CH3:14])([CH3:1])[CH:3]=[C:4]1[CH2:9][C:8]([CH3:11])([CH3:10])[CH2:7][C:6]([CH3:13])([CH3:12])[CH2:5]1)=[N+:21]=[N-:22]. The yield is 0.640. (2) The catalyst is C(O)C. The product is [CH3:1][O:2][C:3]1[CH:8]=[CH:7][C:6]([N:9]2[CH2:14][CH2:13][N:12]([C:15]3[C:33]([CH3:34])=[C:32]([CH3:35])[C:18]4[CH:19]([C:25]5[CH:26]=[CH:27][C:28]([CH3:31])=[CH:29][CH:30]=5)[C:20]([CH3:23])([CH3:22])[O:21][C:17]=4[C:16]=3[CH3:36])[CH2:11][CH2:10]2)=[CH:5][CH:4]=1. The reactants are [CH3:1][O:2][C:3]1[CH:8]=[CH:7][C:6]([N:9]2[CH2:14][CH2:13][N:12]([C:15]3[C:33]([CH3:34])=[C:32]([CH3:35])[C:18]4[C:19]([C:25]5[CH:30]=[CH:29][C:28]([CH3:31])=[CH:27][CH:26]=5)(O)[C:20]([CH3:23])([CH3:22])[O:21][C:17]=4[C:16]=3[CH3:36])[CH2:11][CH2:10]2)=[CH:5][CH:4]=1. The yield is 0.850.